The task is: Predict the reaction yield, written as a fraction of the theoretical maximum amount of product (1.0 means a 100% yield; for example, 0.34 means a 34% yield).. This data is from Reaction yield outcomes from USPTO patents with 853,638 reactions. The reactants are [CH2:1]([N:3]([S:9]([C:12]1[CH:17]=[CH:16][C:15]([F:18])=[CH:14][CH:13]=1)(=[O:11])=[O:10])[C:4](=[CH2:8])[C:5]([OH:7])=O)[CH3:2].CCOC(OC(OCC)=O)=O.[F:30][C:31]([F:48])([F:47])[O:32][C:33]1[CH:38]=[CH:37][C:36]([C:39]2[CH:44]=[C:43]([CH2:45][NH2:46])[CH:42]=[CH:41][N:40]=2)=[CH:35][CH:34]=1. The catalyst is C1COCC1. The product is [F:18][C:15]1[CH:16]=[CH:17][C:12]([S:9]([N:3]([CH2:1][CH3:2])[C:4](=[CH2:8])[C:5]([NH:46][CH2:45][C:43]2[CH:42]=[CH:41][N:40]=[C:39]([C:36]3[CH:35]=[CH:34][C:33]([O:32][C:31]([F:48])([F:30])[F:47])=[CH:38][CH:37]=3)[CH:44]=2)=[O:7])(=[O:11])=[O:10])=[CH:13][CH:14]=1. The yield is 0.300.